This data is from Catalyst prediction with 721,799 reactions and 888 catalyst types from USPTO. The task is: Predict which catalyst facilitates the given reaction. Reactant: [F:1][C:2]([F:31])([F:30])[C:3]([C:12]1[CH:26]=[CH:25][C:15]([O:16][C:17]2[CH:18]=[C:19]([CH:22]=[CH:23][CH:24]=2)[CH:20]=[O:21])=[C:14]([CH2:27][CH2:28][CH3:29])[CH:13]=1)([O:8][CH2:9][O:10][CH3:11])[C:4]([F:7])([F:6])[F:5].[BH4-].[Na+].O. Product: [F:1][C:2]([F:30])([F:31])[C:3]([C:12]1[CH:26]=[CH:25][C:15]([O:16][C:17]2[CH:18]=[C:19]([CH2:20][OH:21])[CH:22]=[CH:23][CH:24]=2)=[C:14]([CH2:27][CH2:28][CH3:29])[CH:13]=1)([O:8][CH2:9][O:10][CH3:11])[C:4]([F:5])([F:7])[F:6]. The catalyst class is: 5.